Task: Predict the reaction yield, written as a fraction of the theoretical maximum amount of product (1.0 means a 100% yield; for example, 0.34 means a 34% yield).. Dataset: Reaction yield outcomes from USPTO patents with 853,638 reactions The reactants are [NH:1]1[CH2:6][CH2:5][O:4][CH2:3][CH2:2]1.CC(C1C=C(C(C)C)C(C2C=CC=CC=2P(C2CCCCC2)C2CCCCC2)=C(C(C)C)C=1)C.CC([O-])(C)C.[Na+].Br[C:48]1[CH:49]=[C:50]2[C:59](=[C:60]3[C:65]=1[CH:64]=[CH:63][CH:62]=[N:61]3)[NH:58][S:57](=[O:67])(=[O:66])[C:56]1[C:51]2=[CH:52][CH:53]=[CH:54][CH:55]=1. The catalyst is C1C=CC(/C=C/C(/C=C/C2C=CC=CC=2)=O)=CC=1.C1C=CC(/C=C/C(/C=C/C2C=CC=CC=2)=O)=CC=1.C1C=CC(/C=C/C(/C=C/C2C=CC=CC=2)=O)=CC=1.[Pd].[Pd].C1(C)C=CC=CC=1. The product is [N:1]1([C:48]2[CH:49]=[C:50]3[C:59](=[C:60]4[C:65]=2[CH:64]=[CH:63][CH:62]=[N:61]4)[NH:58][S:57](=[O:67])(=[O:66])[C:56]2[C:51]3=[CH:52][CH:53]=[CH:54][CH:55]=2)[CH2:6][CH2:5][O:4][CH2:3][CH2:2]1. The yield is 0.280.